Dataset: Catalyst prediction with 721,799 reactions and 888 catalyst types from USPTO. Task: Predict which catalyst facilitates the given reaction. (1) Reactant: [Br:1][C:2]1[CH:3]=[C:4]2[C:9](=[CH:10][CH:11]=1)[CH:8]=[C:7]([OH:12])[CH:6]=[CH:5]2.[C:13]([O-])([O-])=O.[Cs+].[Cs+]. Product: [Br:1][C:2]1[CH:11]=[CH:10][C:9]2[C:4](=[CH:5][CH:6]=[C:7]([O:12][CH3:13])[CH:8]=2)[CH:3]=1. The catalyst class is: 21. (2) The catalyst class is: 26. Product: [NH2:1][C:2]1[N:7]=[CH:6][N:5]=[C:4]2[N:8]([CH:32]3[CH2:37][CH2:36][N:35]([CH2:38][CH3:39])[CH2:34][CH2:33]3)[N:9]=[C:10]([C:11]3[CH:16]=[CH:15][C:14]([NH:17][C:18]([C:20]4[N:21]([CH3:29])[C:22]5[C:27]([CH:28]=4)=[CH:26][CH:25]=[CH:24][CH:23]=5)=[O:19])=[C:13]([O:30][CH3:31])[CH:12]=3)[C:3]=12. Reactant: [NH2:1][C:2]1[N:7]=[CH:6][N:5]=[C:4]2[N:8]([CH:32]3[CH2:37][CH2:36][NH:35][CH2:34][CH2:33]3)[N:9]=[C:10]([C:11]3[CH:16]=[CH:15][C:14]([NH:17][C:18]([C:20]4[N:21]([CH3:29])[C:22]5[C:27]([CH:28]=4)=[CH:26][CH:25]=[CH:24][CH:23]=5)=[O:19])=[C:13]([O:30][CH3:31])[CH:12]=3)[C:3]=12.[CH:38](=O)[CH3:39].C(O[BH-](OC(=O)C)OC(=O)C)(=O)C.[Na+]. (3) Reactant: [CH3:1][N:2]([CH3:21])[C:3]([N:5]1[CH2:11][C:10]2[CH:12]=[CH:13][C:14]([C:16](OC)=[O:17])=[CH:15][C:9]=2[O:8][CH2:7][C@@H:6]1[CH3:20])=[O:4].[NH2:22][OH:23].[OH-].[Na+]. Product: [OH:23][NH:22][C:16]([C:14]1[CH:13]=[CH:12][C:10]2[CH2:11][N:5]([C:3]([N:2]([CH3:21])[CH3:1])=[O:4])[C@@H:6]([CH3:20])[CH2:7][O:8][C:9]=2[CH:15]=1)=[O:17]. The catalyst class is: 36. (4) Product: [F:1][C:2]1[CH:7]=[CH:6][C:5]([C:8]2[NH:12][C:11]([CH2:13][OH:14])=[N:10][C:9]=2[C:15]2[CH:20]=[CH:19][C:18]([S:21][CH3:22])=[CH:17][CH:16]=2)=[CH:4][CH:3]=1. The catalyst class is: 5. Reactant: [F:1][C:2]1[CH:7]=[CH:6][C:5]([C:8]2[NH:12][C:11]([CH:13]=[O:14])=[N:10][C:9]=2[C:15]2[CH:20]=[CH:19][C:18]([S:21][CH3:22])=[CH:17][CH:16]=2)=[CH:4][CH:3]=1.[BH4-].[Na+].Cl.C([O-])(O)=O.[Na+]. (5) Reactant: Cl.[N:2]1[CH:7]=[CH:6][C:5]([CH2:8][NH:9][C:10]2[CH:31]=[CH:30][CH:29]=[CH:28][C:11]=2[C:12]([NH:14][C:15]2[CH:20]=[CH:19][C:18](/[CH:21]=[CH:22]\[CH3:23])=[C:17]([C:24]([F:27])([F:26])[F:25])[CH:16]=2)=[O:13])=[CH:4][CH:3]=1.[H][H]. Product: [N:2]1[CH:7]=[CH:6][C:5]([CH2:8][NH:9][C:10]2[CH:31]=[CH:30][CH:29]=[CH:28][C:11]=2[C:12]([NH:14][C:15]2[CH:20]=[CH:19][C:18]([CH2:21][CH2:22][CH3:23])=[C:17]([C:24]([F:25])([F:26])[F:27])[CH:16]=2)=[O:13])=[CH:4][CH:3]=1. The catalyst class is: 465. (6) Reactant: FC1C(N2N=CC=N2)=C(C([N:10]2[C@@H:14]3[CH2:15][CH2:16][C@H:11]2[C@H:12]([NH:17][C:18]2[N:23]=[CH:22][C:21]([C:24]([F:27])([F:26])[F:25])=[CH:20][N:19]=2)[CH2:13]3)=O)C=CC=1.Cl. Product: [F:27][C:24]([F:25])([F:26])[C:21]1[CH:20]=[N:19][C:18]([NH:17][C@@H:12]2[CH2:13][C@@H:14]3[NH:10][C@H:11]2[CH2:16][CH2:15]3)=[N:23][CH:22]=1. The catalyst class is: 135. (7) Reactant: [CH2:1]([O:8][C:9]([NH:11][C@@H:12]([C:27]([OH:29])=O)[CH2:13][O:14][CH2:15][CH2:16][NH:17][CH2:18][C:19]1[CH:24]=[CH:23][C:22]([O:25][CH3:26])=[CH:21][CH:20]=1)=[O:10])[C:2]1[CH:7]=[CH:6][CH:5]=[CH:4][CH:3]=1.CN(C)CCCN=C=NCC.ON1C2C=CC=CC=2N=N1.C(N(CC)CC)C. Product: [CH3:26][O:25][C:22]1[CH:21]=[CH:20][C:19]([CH2:18][N:17]2[C:27](=[O:29])[C@H:12]([NH:11][C:9](=[O:10])[O:8][CH2:1][C:2]3[CH:3]=[CH:4][CH:5]=[CH:6][CH:7]=3)[CH2:13][O:14][CH2:15][CH2:16]2)=[CH:24][CH:23]=1. The catalyst class is: 68.